Dataset: Catalyst prediction with 721,799 reactions and 888 catalyst types from USPTO. Task: Predict which catalyst facilitates the given reaction. (1) Reactant: C(OCCCC)(=O)C.C(N(CC)CC)C.[CH2:16]([C:20]1[N:24]([CH2:25][C:26]2[CH:31]=[CH:30][C:29]([C:32]3[CH:37]=[CH:36][CH:35]=[CH:34][C:33]=3[C:38]#[N:39])=[CH:28][CH:27]=2)[C:23](=[O:40])[C:22]2([CH2:44][CH2:43][CH2:42][CH2:41]2)[N:21]=1)[CH2:17][CH2:18][CH3:19].[N-:45]=[N+:46]=[N-:47].[Na+]. Product: [CH2:16]([C:20]1[N:24]([CH2:25][C:26]2[CH:31]=[CH:30][C:29]([C:32]3[CH:37]=[CH:36][CH:35]=[CH:34][C:33]=3[C:38]3[NH:47][N:46]=[N:45][N:39]=3)=[CH:28][CH:27]=2)[C:23](=[O:40])[C:22]2([CH2:41][CH2:42][CH2:43][CH2:44]2)[N:21]=1)[CH2:17][CH2:18][CH3:19]. The catalyst class is: 15. (2) Reactant: Br[C:2]1[CH:8]=[CH:7][C:5]([NH2:6])=[C:4]([F:9])[CH:3]=1.[CH3:10][PH:11](=[O:13])[CH3:12].CC1(C)C2C(=C(P(C3C=CC=CC=3)C3C=CC=CC=3)C=CC=2)OC2C(P(C3C=CC=CC=3)C3C=CC=CC=3)=CC=CC1=2.P([O-])([O-])([O-])=O.[K+].[K+].[K+]. Product: [CH3:10][P:11]([C:2]1[CH:8]=[CH:7][C:5]([NH2:6])=[C:4]([F:9])[CH:3]=1)([CH3:12])=[O:13]. The catalyst class is: 274. (3) Reactant: [C:1]([O:4][CH2:5][C:6]1[N:7]([C:14]2[CH:19]=[CH:18][CH:17]=[C:16]([C:20]([NH2:22])=[O:21])[CH:15]=2)[C:8](=[O:13])[CH:9]=[C:10]([OH:12])[CH:11]=1)(=[O:3])[CH3:2].C([O-])([O-])=O.[K+].[K+].[F:29][C:30]1[CH:37]=[C:36]([F:38])[CH:35]=[CH:34][C:31]=1[CH2:32]Br. Product: [C:1]([O:4][CH2:5][C:6]1[N:7]([C:14]2[CH:19]=[CH:18][CH:17]=[C:16]([C:20]([NH2:22])=[O:21])[CH:15]=2)[C:8](=[O:13])[CH:9]=[C:10]([O:12][CH2:32][C:31]2[CH:34]=[CH:35][C:36]([F:38])=[CH:37][C:30]=2[F:29])[CH:11]=1)(=[O:3])[CH3:2]. The catalyst class is: 9. (4) Reactant: [CH:1]1[C:10]2[CH:9]=[CH:8][CH:7]=[C:6]([C:11]([OH:13])=O)[C:5]=2[CH:4]=[CH:3][N:2]=1.[CH3:14][N:15]1[CH2:20][CH2:19][CH:18]([NH2:21])[CH2:17][CH2:16]1.CN(C=O)C.C(P1(=O)OP(CCC)(=O)OP(CCC)(=O)O1)CC. Product: [CH3:14][N:15]1[CH2:20][CH2:19][CH:18]([NH:21][C:11]([C:6]2[C:5]3[CH:4]=[CH:3][N:2]=[CH:1][C:10]=3[CH:9]=[CH:8][CH:7]=2)=[O:13])[CH2:17][CH2:16]1. The catalyst class is: 25. (5) Reactant: [F:1][C:2]1[CH:7]=[CH:6][C:5]([CH2:8][O:9][C:10]2[CH:19]=[C:18]([C:20]3[CH:21]=[N:22][N:23]([CH3:25])[CH:24]=3)[C:17]([CH2:26][N:27]3[CH2:32][CH2:31][O:30][CH2:29][CH2:28]3)=[CH:16][C:11]=2[C:12](OC)=[O:13])=[CH:4][CH:3]=1.[OH-].[Li+].Cl.C(N(C(C)C)CC)(C)C.[N:45]1[CH:50]=[CH:49][C:48]([NH2:51])=[CH:47][N:46]=1.ON1C2N=CC=CC=2N=N1.C(Cl)CCl. Product: [F:1][C:2]1[CH:3]=[CH:4][C:5]([CH2:8][O:9][C:10]2[CH:19]=[C:18]([C:20]3[CH:21]=[N:22][N:23]([CH3:25])[CH:24]=3)[C:17]([CH2:26][N:27]3[CH2:28][CH2:29][O:30][CH2:31][CH2:32]3)=[CH:16][C:11]=2[C:12]([NH:51][C:48]2[CH:49]=[CH:50][N:45]=[N:46][CH:47]=2)=[O:13])=[CH:6][CH:7]=1. The catalyst class is: 30. (6) Reactant: Cl.[CH2:2]([N:9]1[CH2:14][CH2:13][C:12](=[O:15])[CH:11]([C:16]([O:18][CH2:19][CH3:20])=[O:17])[CH2:10]1)[C:3]1[CH:8]=[CH:7][CH:6]=[CH:5][CH:4]=1.C(=O)(O)[O-].[Na+]. Product: [CH2:2]([N:9]1[CH2:14][CH2:13][C:12](=[O:15])[CH:11]([C:16]([O:18][CH2:19][CH3:20])=[O:17])[CH2:10]1)[C:3]1[CH:4]=[CH:5][CH:6]=[CH:7][CH:8]=1. The catalyst class is: 4. (7) Reactant: [N+:1]([C:4]1[CH:5]=[C:6]([CH2:10][C:11]([OH:13])=O)[CH:7]=[CH:8][CH:9]=1)([O-:3])=[O:2].S(Cl)([Cl:16])=O.CN(C=O)C. Product: [N+:1]([C:4]1[CH:5]=[C:6]([CH2:10][C:11]([Cl:16])=[O:13])[CH:7]=[CH:8][CH:9]=1)([O-:3])=[O:2]. The catalyst class is: 11. (8) Reactant: I[C:2]1[CH:3]=[CH:4][C:5](=[O:35])[N:6]([CH:8]2[CH2:13][CH2:12][CH:11]([N:14]3[CH2:17][CH:16]([NH:18][C:19]([CH2:21][NH:22][C:23](=[O:34])[C:24]4[CH:29]=[CH:28][CH:27]=[C:26]([C:30]([F:33])([F:32])[F:31])[CH:25]=4)=[O:20])[CH2:15]3)[CH2:10][CH2:9]2)[CH:7]=1.[C:36]([Si](C)(C)C)#[CH:37].CCCC[N+](CCCC)(CCCC)CCCC.[F-]. Product: [C:36]([C:2]1[CH:3]=[CH:4][C:5](=[O:35])[N:6]([CH:8]2[CH2:13][CH2:12][CH:11]([N:14]3[CH2:17][CH:16]([NH:18][C:19]([CH2:21][NH:22][C:23](=[O:34])[C:24]4[CH:29]=[CH:28][CH:27]=[C:26]([C:30]([F:33])([F:31])[F:32])[CH:25]=4)=[O:20])[CH2:15]3)[CH2:10][CH2:9]2)[CH:7]=1)#[CH:37]. The catalyst class is: 540.